This data is from Reaction yield outcomes from USPTO patents with 853,638 reactions. The task is: Predict the reaction yield, written as a fraction of the theoretical maximum amount of product (1.0 means a 100% yield; for example, 0.34 means a 34% yield). (1) The reactants are [CH2:1]([O:8][C:9](=[O:19])[NH:10][C@@H:11]1[C:14](=[O:15])[N:13](OC)[C@H:12]1[CH3:18])[C:2]1[CH:7]=[CH:6][CH:5]=[CH:4][CH:3]=1. The catalyst is C1COCC1.CCOC(C)=O. The product is [CH2:1]([O:8][C:9](=[O:19])[NH:10][C@@H:11]1[C:14](=[O:15])[NH:13][C@H:12]1[CH3:18])[C:2]1[CH:7]=[CH:6][CH:5]=[CH:4][CH:3]=1. The yield is 0.600. (2) The reactants are Cl[C:2](OC(Cl)(Cl)Cl)=[O:3].[NH2:9][C:10]1[CH:18]=[CH:17][C:16]([F:19])=[CH:15][C:11]=1[C:12]([OH:14])=[O:13]. The catalyst is O1CCOCC1. The product is [F:19][C:16]1[CH:17]=[CH:18][C:10]2[NH:9][C:2](=[O:3])[O:13][C:12](=[O:14])[C:11]=2[CH:15]=1. The yield is 0.960.